This data is from Drug-target binding data from BindingDB using Ki measurements. The task is: Regression. Given a target protein amino acid sequence and a drug SMILES string, predict the binding affinity score between them. We predict pKi (pKi = -log10(Ki in M); higher means stronger inhibition). Dataset: bindingdb_ki. (1) The target protein (P11309) has sequence MLLSKINSLAHLRAAPCNDLHATKLAPGKEKEPLESQYQVGPLLGSGGFGSVYSGIRVSDNLPVAIKHVEKDRISDWGELPNGTRVPMEVVLLKKVSSGFSGVIRLLDWFERPDSFVLILERPEPVQDLFDFITERGALQEELARSFFWQVLEAVRHCHNCGVLHRDIKDENILIDLNRGELKLIDFGSGALLKDTVYTDFDGTRVYSPPEWIRYHRYHGRSAAVWSLGILLYDMVCGDIPFEHDEEIIRGQVFFRQRVSSECQHLIRWCLALRPSDRPTFEEIQNHPWMQDVLLPQETAEIHLHSLSPGPSK. The drug is CO[C@H]1CO[C@H](c2c(NC(=O)c3csc(-c4c(F)ccc(F)c4F)n3)cnn2C)CC[C@H]1N. The pKi is 9.6. (2) The drug is CCCCCCc1ccc(Oc2ccccc2F)c(O)c1. The target protein sequence is MRLQHKRGLIIGIANENSIAFGCARVMREQGAELALTYLNEKAEPYVRPLAQRLDSRLVVPCDVREPGRLEDVFARIAQEWGQLDFVLHSIAYAPKEDLHRRVTDCSQAGFAMAMDVSCHSFIRVARLAEPLMTNGGCLLTVTFYGAERAVEDYNLMGPVKAALEGSVRYLAAELGPRRIRVHALSPGPLKTRAASGIDRFDALLERVRERTPGHRLVDIDDVGHVAAFLASDDAAALTGNVEYIDGGYHVVG. The pKi is 7.0. (3) The target protein sequence is MDIFSLGQGNNTTSSQEPFGTGGNVTGISDVTFSYQVITSLLLGTLIFCAVLGNACVVAAIALERSLQNVANYLIGSLAVTDLMVSVLVLPMAALYQVLNKWTLGQVTCDLFIALDVLCCTSSILHLCAIALDRYWAITDPIDYVNKRTPRRAAALISLTWLIGFLISIPPMLGWRTPEDRSDPDACTISKDHGYTIYSTFGAFYIPLLLMLVLYGRIFRAARFRIRKTVKKVEKKGASTSLSTSSAPPPKKSLNGQPGNGDWRRSAENRAVGAPCANGAVRQGDDEATLEVIEVHRVGNSKDHLPLPSESGATSYAPACLERKNERNAEAKRKMALARERKTVKTLGIIMGTFILCWLPFFIVALVLPFCESSCHMPALLGAIINWLGYSNSLLNPVIYAYFNKDFQNAFKKIIKCKFCRR. The drug is Cc1ccnc(CCNC(=O)c2cc3cccc(N4CCN(CCc5ccccn5)CC4)c3o2)n1. The pKi is 8.7. (4) The drug is COc1ccc(/C=C/c2cc(OC)cc(OC)c2)cc1. The target protein (O02747) has sequence MNGGGANITYASRKRRKPVQKTVKPIPAEGIKSNPSKRHRDRLNTELDRLASLLPFPQDVINKLDKLSVLRLSVSYLRAKSFFDVALKSSSADRNGGQDPCRAKFGEGLNLQEGEFLLQALNGFVLVVTVDALVFYASSTIQDYLGFQQSDVIHQSVYELIHTEDRAEFQRQLHWALNPSQCTDPGQGADETHGLPQPVYYNPDQLPPENSSFMERCFICRLRCLLDNSSGFLAMNFQGRLKFLHGQNKKGKDGSLLPPQLALFAIATPLQPPSILEIRTKNFIFRTKHKLDFTPTGCDAKGQIVLGYTEAELCMRGSGYQFIHAADMLYCAESHIRMIKTGESGLAVFRLLTKDNRWAWVQSNARFIYKNGRPDFIIATQRPLTDEEGREHLLKRNTKLPFMFTTGEAVLYEMTSPFPPIMDPLPIRPKSGTCGKDSATKPTPSKDSVHPSSLLSALMQQDESIYLYPPSSNAPFERNFFTESLNECSNWPENVASVAG.... The pKi is 8.1. (5) The drug is Cc1c(CC(=O)O)c2cccnc2n1S(=O)(=O)c1ccc(F)c(F)c1. The target protein (Q9Z2J6) has sequence MANVTLKPLCPLLEEMVQLPNHSNSSLRYIDHVSVLLHGLASLLGLVENGLILFVVGCRMRQTVVTTWVLHLALSDLLAAASLPFFTYFLAVGHSWELGTTFCKLHSSVFFLNMFASGFLLSAISLDRCLQVVRPVWAQNHRTVAVAHRVCLMLWALAVLNTIPYFVFRDTIPRLDGRIMCYYNLLLWNPGPDRDTTCDYRQKALAVSKFLLAFMVPLAIIASSHVAVSLRLHHRGRQRTGRFVRLVAAIVVAFVLCWGPYHIFSLLEARAHSVTTLRQLASRGLPFVTSLAFFNSVVNPLLYVFTCPDMLYKLRRSLRAVLESVLVEDSDQSGGLRNRRRRASSTATPASTLLLADRIPQLRPTRLIGWMRRGSAEVPQRV. The pKi is 7.5. (6) The small molecule is O=C(O)COc1c(C(=O)O)sc(-c2ccccc2)c1Br. The target protein (P10586) has sequence MAPEPAPGRTMVPLVPALVMLGLVAGAHGDSKPVFIKVPEDQTGLSGGVASFVCQATGEPKPRITWMKKGKKVSSQRFEVIEFDDGAGSVLRIQPLRVQRDEAIYECTATNSLGEINTSAKLSVLEEEQLPPGFPSIDMGPQLKVVEKARTATMLCAAGGNPDPEISWFKDFLPVDPATSNGRIKQLRSGALQIESSEESDQGKYECVATNSAGTRYSAPANLYVRVRRVAPRFSIPPSSQEVMPGGSVNLTCVAVGAPMPYVKWMMGAEELTKEDEMPVGRNVLELSNVVRSANYTCVAISSLGMIEATAQVTVKALPKPPIDLVVTETTATSVTLTWDSGNSEPVTYYGIQYRAAGTEGPFQEVDGVATTRYSIGGLSPFSEYAFRVLAVNSIGRGPPSEAVRARTGEQAPSSPPRRVQARMLSASTMLVQWEPPEEPNGLVRGYRVYYTPDSRRPPNAWHKHNTDAGLLTTVGSLLPGITYSLRVLAFTAVGDGPPS.... The pKi is 3.3.